Dataset: Catalyst prediction with 721,799 reactions and 888 catalyst types from USPTO. Task: Predict which catalyst facilitates the given reaction. (1) Reactant: [C:1]([O:5][C:6](=[O:38])[NH:7][C:8]1([C:12]2[CH:17]=[CH:16][C:15]([C:18]3[C:31]([C:32]4[CH:37]=[CH:36][CH:35]=[CH:34][CH:33]=4)=[CH:30][N:21]4[N:22]=[C:23]5[C:28]([CH:27]=[C:26](Br)[CH:25]=[CH:24]5)=[C:20]4[N:19]=3)=[CH:14][CH:13]=2)[CH2:11][CH2:10][CH2:9]1)([CH3:4])([CH3:3])[CH3:2].[C:39]([C:41]1[CH:42]=[C:43](B(O)O)[CH:44]=[CH:45][CH:46]=1)#[N:40].C(=O)([O-])[O-].[Na+].[Na+]. Product: [C:1]([O:5][C:6](=[O:38])[NH:7][C:8]1([C:12]2[CH:17]=[CH:16][C:15]([C:18]3[C:31]([C:32]4[CH:37]=[CH:36][CH:35]=[CH:34][CH:33]=4)=[CH:30][N:21]4[N:22]=[C:23]5[C:28]([CH:27]=[C:26]([C:45]6[CH:44]=[CH:43][CH:42]=[C:41]([C:39]#[N:40])[CH:46]=6)[CH:25]=[CH:24]5)=[C:20]4[N:19]=3)=[CH:14][CH:13]=2)[CH2:11][CH2:10][CH2:9]1)([CH3:4])([CH3:3])[CH3:2]. The catalyst class is: 38. (2) Reactant: [CH2:1]([C:3]1[CH:4]=[C:5]([CH3:17])[C:6]2[O:11][CH:10]([CH:12]([CH3:14])[CH3:13])[C:9](=[O:15])[NH:8][C:7]=2[CH:16]=1)[CH3:2].C(=O)([O-])[O-].[K+].[K+].[C:24]([O:28][CH3:29])(=[O:27])[CH:25]=[CH2:26].C(O)(=O)CC(CC(O)=O)(C(O)=O)O. Product: [CH3:29][O:28][C:24](=[O:27])[CH2:25][CH2:26][N:8]1[C:7]2[CH:16]=[C:3]([CH2:1][CH3:2])[CH:4]=[C:5]([CH3:17])[C:6]=2[O:11][CH:10]([CH:12]([CH3:14])[CH3:13])[C:9]1=[O:15]. The catalyst class is: 9. (3) Reactant: [Cl:1][C:2]1[C:3]([CH:31]=O)=[C:4]([C:27]([F:30])([F:29])[F:28])[CH:5]=[C:6]2[C:11]=1[NH:10][C:9](=[O:12])[N:8]([CH2:13][C:14]1[CH:19]=[C:18]([Cl:20])[CH:17]=[CH:16][C:15]=1[S:21]([CH2:24][CH3:25])(=[O:23])=[O:22])[C:7]2=[O:26].[C:33]([O:37][C:38](=[O:47])[NH:39][CH2:40][C@H:41]1[CH2:46][CH2:45][CH2:44][NH:43][CH2:42]1)([CH3:36])([CH3:35])[CH3:34]. Product: [C:33]([O:37][C:38](=[O:47])[NH:39][CH2:40][C@H:41]1[CH2:46][CH2:45][CH2:44][N:43]([CH2:31][C:3]2[C:2]([Cl:1])=[C:11]3[C:6]([C:7](=[O:26])[N:8]([CH2:13][C:14]4[CH:19]=[C:18]([Cl:20])[CH:17]=[CH:16][C:15]=4[S:21]([CH2:24][CH3:25])(=[O:23])=[O:22])[C:9](=[O:12])[NH:10]3)=[CH:5][C:4]=2[C:27]([F:29])([F:28])[F:30])[CH2:42]1)([CH3:36])([CH3:34])[CH3:35]. The catalyst class is: 22.